The task is: Regression. Given a peptide amino acid sequence and an MHC pseudo amino acid sequence, predict their binding affinity value. This is MHC class I binding data.. This data is from Peptide-MHC class I binding affinity with 185,985 pairs from IEDB/IMGT. (1) The peptide sequence is QSYLNVLSM. The MHC is H-2-Db with pseudo-sequence H-2-Db. The binding affinity (normalized) is 0.368. (2) The peptide sequence is GRYNLISPK. The binding affinity (normalized) is 0.601. The MHC is HLA-B27:05 with pseudo-sequence HLA-B27:05. (3) The binding affinity (normalized) is 0.872. The MHC is HLA-A02:19 with pseudo-sequence HLA-A02:19. The peptide sequence is MMMGMFNML. (4) The peptide sequence is KPKALSEAF. The MHC is HLA-B51:01 with pseudo-sequence HLA-B51:01. The binding affinity (normalized) is 0.0847. (5) The peptide sequence is MPVETLFGSY. The MHC is HLA-B35:01 with pseudo-sequence HLA-B35:01. The binding affinity (normalized) is 0.890. (6) The peptide sequence is GMLSSLHTL. The MHC is HLA-B58:01 with pseudo-sequence HLA-B58:01. The binding affinity (normalized) is 0.212. (7) The peptide sequence is HVIQNAFRK. The MHC is HLA-A01:01 with pseudo-sequence HLA-A01:01. The binding affinity (normalized) is 0.213.